Dataset: CYP2C19 inhibition data for predicting drug metabolism from PubChem BioAssay. Task: Regression/Classification. Given a drug SMILES string, predict its absorption, distribution, metabolism, or excretion properties. Task type varies by dataset: regression for continuous measurements (e.g., permeability, clearance, half-life) or binary classification for categorical outcomes (e.g., BBB penetration, CYP inhibition). Dataset: cyp2c19_veith. (1) The compound is CCOC(=O)N1N=C(c2ccccc2)CC1(O)C(F)(F)F. The result is 1 (inhibitor). (2) The molecule is Br.C/C(=N/NC1=NCCN1)c1cn(C2=NCCN2)nc1C. The result is 0 (non-inhibitor). (3) The molecule is O=C1c2ccccc2C(=O)c2c(Nc3ccc4c5c(cccc35)C(=O)c3ccccc3-4)cccc21. The result is 0 (non-inhibitor). (4) The drug is CC(C)=NOCc1ccc(-c2cc(-c3ccccc3)no2)cc1. The result is 0 (non-inhibitor). (5) The drug is C[C@H](Oc1ccc(Oc2cnc3ccc(Cl)cc3n2)cc1)C(=O)[O-].[Na+]. The result is 0 (non-inhibitor). (6) The molecule is COc1ccc(-c2nc3cnc(Nc4cccc(OC)c4)nc3n(C)c2=O)cc1. The result is 0 (non-inhibitor). (7) The molecule is Br.COC(=O)Cn1c(=N)n(CCN2CCCCC2)c2ccccc21. The result is 0 (non-inhibitor). (8) The drug is Cn1c(OCc2ccc3c(c2)OCO3)nc2c1c(=O)n(Cc1ccc(Cl)c(Cl)c1)c(=O)n2C. The result is 1 (inhibitor). (9) The drug is CCOC(=O)/C(C(N)=NCCCO)=C(/O)c1ccccc1. The result is 0 (non-inhibitor).